From a dataset of Forward reaction prediction with 1.9M reactions from USPTO patents (1976-2016). Predict the product of the given reaction. (1) Given the reactants [Sn](Cl)Cl.[N+](=[CH:6][C:7]([O:9][CH2:10][CH3:11])=[O:8])=[N-].[O:12]=[CH:13][CH2:14][CH2:15][O:16][C:17](=[O:19])[CH3:18], predict the reaction product. The product is: [CH2:10]([O:9][C:7](=[O:8])[CH2:6][C:13](=[O:12])[CH2:14][CH2:15][O:16][C:17](=[O:19])[CH3:18])[CH3:11]. (2) Given the reactants [C:1]1([CH2:11][N:12]2[CH2:17][CH2:16][N:15]([CH2:18][C:19]([O:21]CC)=O)[CH2:14][CH2:13]2)[C:10]2[C:5](=[CH:6][CH:7]=[CH:8][CH:9]=2)[CH:4]=[CH:3][CH:2]=1.[NH2:24][NH2:25], predict the reaction product. The product is: [C:1]1([CH2:11][N:12]2[CH2:13][CH2:14][N:15]([CH2:18][C:19]([NH:24][NH2:25])=[O:21])[CH2:16][CH2:17]2)[C:2]2[C:7](=[CH:8][CH:9]=[CH:4][CH:3]=2)[CH:6]=[CH:5][CH:10]=1. (3) Given the reactants COC1C=CC(C[N:8]2[C:12]3=[N:13][CH:14]=[CH:15][C:16]([O:17][C:18]4[C:23]([F:24])=[CH:22][C:21]([NH:25][C:26]([C:28]5[C:29](=[O:41])[N:30]([C:34]6[CH:39]=[CH:38][C:37]([F:40])=[CH:36][CH:35]=6)[N:31]=[CH:32][CH:33]=5)=[O:27])=[C:20]([Cl:42])[CH:19]=4)=[C:11]3[C:10]([NH:43][CH:44]3[CH2:49][CH2:48][N:47]([CH3:50])[CH2:46][CH2:45]3)=[N:9]2)=CC=1, predict the reaction product. The product is: [Cl:42][C:20]1[CH:19]=[C:18]([O:17][C:16]2[CH:15]=[CH:14][N:13]=[C:12]3[NH:8][N:9]=[C:10]([NH:43][CH:44]4[CH2:45][CH2:46][N:47]([CH3:50])[CH2:48][CH2:49]4)[C:11]=23)[C:23]([F:24])=[CH:22][C:21]=1[NH:25][C:26]([C:28]1[C:29](=[O:41])[N:30]([C:34]2[CH:35]=[CH:36][C:37]([F:40])=[CH:38][CH:39]=2)[N:31]=[CH:32][CH:33]=1)=[O:27]. (4) The product is: [NH2:12][C:5]1[CH:4]=[CH:3][C:2]([F:1])=[CH:11][C:6]=1[C:7]([NH:9][CH3:10])=[O:8]. Given the reactants [F:1][C:2]1[CH:3]=[CH:4][C:5]([N+:12]([O-])=O)=[C:6]([CH:11]=1)[C:7]([NH:9][CH3:10])=[O:8].[H][H], predict the reaction product. (5) Given the reactants CC(C)([O-])C.[Na+].Cl[C:8]1[C:13]([CH2:14][NH:15][CH2:16][CH:17]([C:19]2[CH:24]=[CH:23][CH:22]=[C:21]([CH3:25])[N:20]=2)[OH:18])=[CH:12][CH:11]=[C:10]([Cl:26])[N:9]=1.Cl, predict the reaction product. The product is: [Cl:26][C:10]1[CH:11]=[CH:12][C:13]2[CH2:14][NH:15][CH2:16][CH:17]([C:19]3[CH:24]=[CH:23][CH:22]=[C:21]([CH3:25])[N:20]=3)[O:18][C:8]=2[N:9]=1.